From a dataset of Forward reaction prediction with 1.9M reactions from USPTO patents (1976-2016). Predict the product of the given reaction. (1) The product is: [C:21]([S:23][CH2:12][CH2:13][C:14]([F:19])([F:20])[C:15]([F:16])([F:17])[F:18])(=[O:24])[CH3:22]. Given the reactants CC1C=CC(S(O[CH2:12][CH2:13][C:14]([F:20])([F:19])[C:15]([F:18])([F:17])[F:16])(=O)=O)=CC=1.[C:21]([O-:24])(=[S:23])[CH3:22].[K+], predict the reaction product. (2) Given the reactants [Cl:1][C:2]1[CH:3]=[CH:4][C:5]([C:25]#[N:26])=[C:6]([C:8]2[C:13]([O:14][CH3:15])=[CH:12][N:11]([CH:16]([CH2:20][CH2:21][O:22][CH3:23])[C:17](O)=[O:18])[C:10](=[O:24])[CH:9]=2)[CH:7]=1.[N:27]1[N:28]=[CH:29][N:30]2[CH:35]=[C:34]([NH2:36])[CH:33]=[CH:32][C:31]=12, predict the reaction product. The product is: [Cl:1][C:2]1[CH:3]=[CH:4][C:5]([C:25]#[N:26])=[C:6]([C:8]2[C:13]([O:14][CH3:15])=[CH:12][N:11]([CH:16]([CH2:20][CH2:21][O:22][CH3:23])[C:17]([NH:36][C:34]3[CH:33]=[CH:32][C:31]4[N:30]([CH:29]=[N:28][N:27]=4)[CH:35]=3)=[O:18])[C:10](=[O:24])[CH:9]=2)[CH:7]=1. (3) Given the reactants [H-].[Na+].[C:3](=[O:8])([O:6][CH3:7])OC.[Br:9][C:10]1[CH:11]=[C:12]([C:17](=[O:19])[CH3:18])[CH:13]=[CH:14][C:15]=1[F:16], predict the reaction product. The product is: [Br:9][C:10]1[CH:11]=[C:12]([C:17](=[O:19])[CH2:18][C:3]([O:6][CH3:7])=[O:8])[CH:13]=[CH:14][C:15]=1[F:16]. (4) Given the reactants [F:8][C:7]([F:10])([F:9])[C:6](O[C:6](=[O:11])[C:7]([F:10])([F:9])[F:8])=[O:11].[CH3:14][O:15][C:16]1[CH:60]=[C:59]([O:61][CH3:62])[CH:58]=[C:57]([O:63][CH3:64])[C:17]=1/[CH:18]=[CH:19]/[CH:20]([S:30]([CH:33](/[CH:43]=[CH:44]/[C:45]1[C:50]([O:51][CH3:52])=[CH:49][C:48]([O:53][CH3:54])=[CH:47][C:46]=1[O:55][CH3:56])[C:34]1[CH:39]=[CH:38][C:37]([O:40][CH3:41])=[C:36]([NH2:42])[CH:35]=1)(=[O:32])=[O:31])[C:21]1[CH:26]=[CH:25][C:24]([O:27][CH3:28])=[C:23]([NH2:29])[CH:22]=1, predict the reaction product. The product is: [CH3:64][O:63][C:57]1[CH:58]=[C:59]([O:61][CH3:62])[CH:60]=[C:16]([O:15][CH3:14])[C:17]=1/[CH:18]=[CH:19]/[CH:20]([S:30]([CH:33](/[CH:43]=[CH:44]/[C:45]1[C:46]([O:55][CH3:56])=[CH:47][C:48]([O:53][CH3:54])=[CH:49][C:50]=1[O:51][CH3:52])[C:34]1[CH:39]=[CH:38][C:37]([O:40][CH3:41])=[C:36]([NH:42][C:6](=[O:11])[C:7]([F:8])([F:9])[F:10])[CH:35]=1)(=[O:32])=[O:31])[C:21]1[CH:26]=[CH:25][C:24]([O:27][CH3:28])=[C:23]([NH:29][C:6](=[O:11])[C:7]([F:10])([F:9])[F:8])[CH:22]=1. (5) Given the reactants CCN(C(C)C)C(C)C.[F:10][C:11]1[CH:16]=[CH:15][C:14]([F:17])=[CH:13][C:12]=1[CH:18]1[CH2:22][CH2:21][CH2:20][N:19]1[C:23]1[CH:28]=[CH:27][N:26]2[N:29]=[CH:30][C:31]([C:32]([OH:34])=[O:33])=[C:25]2[CH:24]=1.CN(C(ON1N=NC2C=CC=NC1=2)=[N+](C)C)C.F[P-](F)(F)(F)(F)F.[NH:59]1[CH2:63][CH2:62][C@H:61]([OH:64])[CH2:60]1, predict the reaction product. The product is: [F:10][C:11]1[CH:16]=[CH:15][C:14]([F:17])=[CH:13][C:12]=1[CH:18]1[CH2:22][CH2:21][CH2:20][N:19]1[C:23]1[CH:28]=[CH:27][N:26]2[N:29]=[CH:30][C:31]([C:32]([OH:34])=[O:33])=[C:25]2[CH:24]=1.[F:10][C:11]1[CH:16]=[CH:15][C:14]([F:17])=[CH:13][C:12]=1[CH:18]1[CH2:22][CH2:21][CH2:20][N:19]1[C:23]1[CH:28]=[CH:27][N:26]2[N:29]=[CH:30][C:31]([C:32]([N:59]3[CH2:63][CH2:62][C@H:61]([OH:64])[CH2:60]3)=[O:34])=[C:25]2[CH:24]=1. (6) Given the reactants [CH3:1][O:2][C:3]([CH:5]1[CH2:9][CH2:8][CH:7]([O:10][CH3:11])[N:6]1[C:12]([O:14][C:15]([CH3:18])([CH3:17])[CH3:16])=[O:13])=[O:4].[CH2:19]([Si](C)(C)C)[CH:20]=C.B(F)(F)F.CCOCC, predict the reaction product. The product is: [CH3:1][O:2][C:3]([CH:5]1[CH2:9][CH2:8][CH:7]([O:10][CH2:11][CH:19]=[CH2:20])[N:6]1[C:12]([O:14][C:15]([CH3:18])([CH3:17])[CH3:16])=[O:13])=[O:4]. (7) Given the reactants F[C:2](F)(F)C(O)=O.[CH3:8][C:9]1[CH:10]=[C:11]2[C:15](=[CH:16][CH:17]=1)[NH:14][C:13]([C:18]([NH:20][C@@H:21]1[CH2:25][CH2:24][NH:23][CH2:22]1)=[O:19])=[CH:12]2.N, predict the reaction product. The product is: [CH3:8][C:9]1[CH:10]=[C:11]2[C:15](=[CH:16][CH:17]=1)[NH:14][C:13]([C:18]([NH:20][C@@H:21]1[CH2:25][CH2:24][N:23]([CH3:2])[CH2:22]1)=[O:19])=[CH:12]2. (8) Given the reactants C[O:2][C:3]([C:5]1[C:6]2[N:28]([CH2:29][C:30]3[CH:35]=[CH:34][CH:33]=[CH:32][CH:31]=3)[C:27](=[O:36])[NH:26][C:7]=2[C:8]([N:11]([CH2:19][C:20]2[CH:25]=[CH:24][CH:23]=[CH:22][CH:21]=2)[CH2:12][C:13]2[CH:18]=[CH:17][CH:16]=[CH:15][CH:14]=2)=[N:9][CH:10]=1)=O.[NH2:37][CH2:38][CH:39]1[CH2:41][CH2:40]1, predict the reaction product. The product is: [CH:39]1([CH2:38][NH:37][C:3]([C:5]2[C:6]3[N:28]([CH2:29][C:30]4[CH:35]=[CH:34][CH:33]=[CH:32][CH:31]=4)[C:27](=[O:36])[NH:26][C:7]=3[C:8]([N:11]([CH2:12][C:13]3[CH:18]=[CH:17][CH:16]=[CH:15][CH:14]=3)[CH2:19][C:20]3[CH:21]=[CH:22][CH:23]=[CH:24][CH:25]=3)=[N:9][CH:10]=2)=[O:2])[CH2:41][CH2:40]1.